This data is from Full USPTO retrosynthesis dataset with 1.9M reactions from patents (1976-2016). The task is: Predict the reactants needed to synthesize the given product. (1) The reactants are: C1(P(=O)(C2C=CC=CC=2)C2C=CC=CC=2)C=CC=CC=1.FC(F)(F)S(OS(C(F)(F)F)(=O)=O)(=O)=O.[CH2:36]([O:43][C:44]1[CH:45]=[CH:46][CH:47]=[C:48]2[C:52]=1[NH:51][C:50]([C:53]([NH:55][CH2:56][CH2:57][S:58]C(C1C=CC=CC=1)(C1C=CC=CC=1)C1C=CC=CC=1)=O)=[CH:49]2)[C:37]1[CH:42]=[CH:41][CH:40]=[CH:39][CH:38]=1. Given the product [CH2:36]([O:43][C:44]1[CH:45]=[CH:46][CH:47]=[C:48]2[C:52]=1[NH:51][C:50]([C:53]1[S:58][CH2:57][CH2:56][N:55]=1)=[CH:49]2)[C:37]1[CH:42]=[CH:41][CH:40]=[CH:39][CH:38]=1, predict the reactants needed to synthesize it. (2) Given the product [Cl:19][CH2:20][CH2:21][NH:22][CH2:2][C:3]1[NH:4][C:5](=[O:17])[C:6]2[N:11]=[N:10][N:9]([CH:12]3[CH2:16][CH2:15][CH2:14][CH2:13]3)[C:7]=2[N:8]=1, predict the reactants needed to synthesize it. The reactants are: Cl[CH2:2][C:3]1[NH:4][C:5](=[O:17])[C:6]2[N:11]=[N:10][N:9]([CH:12]3[CH2:16][CH2:15][CH2:14][CH2:13]3)[C:7]=2[N:8]=1.Cl.[Cl:19][CH2:20][CH2:21][NH2:22].C(N(CC)CC)C.[I-].[Na+]. (3) Given the product [C:1]([O:5][C:6]([NH:8][C@@H:9]1[CH2:13][CH2:12][CH2:11][C@@H:10]1[C:14]([O:16][CH3:17])=[O:15])=[O:7])([CH3:4])([CH3:2])[CH3:3], predict the reactants needed to synthesize it. The reactants are: [C:1]([O:5][C:6]([NH:8][C@@H:9]1[CH2:13][CH2:12][CH2:11][C@@H:10]1[C:14]([OH:16])=[O:15])=[O:7])([CH3:4])([CH3:3])[CH3:2].[CH3:17]N(C=O)C.C(=O)([O-])[O-].[Cs+].[Cs+].CI. (4) Given the product [N:14]1([C:2]([C:4]2[CH:5]=[C:6]3[C:11](=[CH:12][CH:13]=2)[C:9](=[O:10])[O:8][CH2:7]3)=[O:3])[CH2:19][CH2:18][O:17][CH2:16][CH2:15]1, predict the reactants needed to synthesize it. The reactants are: Cl[C:2]([C:4]1[CH:5]=[C:6]2[C:11](=[CH:12][CH:13]=1)[C:9](=[O:10])[O:8][CH2:7]2)=[O:3].[NH:14]1[CH2:19][CH2:18][O:17][CH2:16][CH2:15]1.C(N(CC)CC)C.